Dataset: Cav3 T-type calcium channel HTS with 100,875 compounds. Task: Binary Classification. Given a drug SMILES string, predict its activity (active/inactive) in a high-throughput screening assay against a specified biological target. (1) The drug is Clc1c(CNS(=O)(=O)c2ccc(SC)cc2)ccc(Cl)c1. The result is 0 (inactive). (2) The result is 0 (inactive). The drug is s1c(nnc1NC(=O)/C=C\C)C(C)C. (3) The drug is O1CCN(CC1)Cc1[nH]c2c(n1)cc1c(c2)cccc1. The result is 0 (inactive). (4) The drug is O=C1CC(Cc2nc(N3CCN(CC3)c3ccccc3)ncc12)c1ccc(cc1)C. The result is 0 (inactive). (5) The compound is Clc1c(c2nc(OCC)c(cc2)C#N)cccc1. The result is 0 (inactive).